From a dataset of Full USPTO retrosynthesis dataset with 1.9M reactions from patents (1976-2016). Predict the reactants needed to synthesize the given product. Given the product [C:1]([O:5][C:6]([N:8]1[CH2:13][CH2:12][CH2:11][CH:10]([S:29][C:23]2[CH:28]=[CH:27][CH:26]=[CH:25][CH:24]=2)[C:9]1=[O:14])=[O:7])([CH3:4])([CH3:2])[CH3:3], predict the reactants needed to synthesize it. The reactants are: [C:1]([O:5][C:6]([N:8]1[CH2:13][CH2:12][CH2:11][CH2:10][C:9]1=[O:14])=[O:7])([CH3:4])([CH3:3])[CH3:2].C([N-]C(C)C)(C)C.[Li+].[C:23]1([S:29][S:29][C:23]2[CH:28]=[CH:27][CH:26]=[CH:25][CH:24]=2)[CH:28]=[CH:27][CH:26]=[CH:25][CH:24]=1.CN(C)P(N(C)C)(N(C)C)=O.